From a dataset of Catalyst prediction with 721,799 reactions and 888 catalyst types from USPTO. Predict which catalyst facilitates the given reaction. (1) Reactant: [SH:1][C:2]1[NH:3][C:4]2[CH:10]=[C:9]([CH3:11])[CH:8]=[CH:7][C:5]=2[N:6]=1.C(=O)([O-])[O-].[K+].[K+].[CH2:18](Cl)[C:19]1[CH:24]=[CH:23][CH:22]=[CH:21][CH:20]=1. Product: [CH2:18]([N:3]1[C:4]2[CH:10]=[C:9]([CH3:11])[CH:8]=[CH:7][C:5]=2[N:6]=[C:2]1[S:1][CH2:11][C:9]1[CH:10]=[CH:4][CH:5]=[CH:7][CH:8]=1)[C:19]1[CH:24]=[CH:23][CH:22]=[CH:21][CH:20]=1. The catalyst class is: 9. (2) Reactant: [H-].[H-].[H-].[H-].[Li+].[Al+3].[Cl:7][C:8]1[CH:17]=[CH:16][C:11]([C:12](OC)=[O:13])=[CH:10][C:9]=1[O:18][CH2:19][CH3:20].[O-]S([O-])(=O)=O.[Na+].[Na+]. Product: [Cl:7][C:8]1[CH:17]=[CH:16][C:11]([CH2:12][OH:13])=[CH:10][C:9]=1[O:18][CH2:19][CH3:20]. The catalyst class is: 1. (3) Reactant: [OH-].[Na+].[CH:3](=[O:12])[C:4]1[CH:9]=[CH:8][CH:7]=[C:6]([O:10][CH3:11])[CH:5]=1.[N+:13]([CH3:16])([O-:15])=[O:14].C(O)(=O)C. Product: [CH3:11][O:10][C:6]1[CH:5]=[C:4]([CH:3]([OH:12])[CH2:16][N+:13]([O-:15])=[O:14])[CH:9]=[CH:8][CH:7]=1. The catalyst class is: 5. (4) Reactant: [CH3:1][C:2]1[CH:7]=[CH:6][CH:5]=[CH:4][C:3]=1[C:8]1[CH:16]=[CH:15][CH:14]=[C:13]2[C:9]=1[CH:10]=[C:11]([CH:17]([CH3:19])[CH3:18])[CH2:12]2.[Li:20]CCCC. Product: [CH3:1][C:2]1[CH:7]=[CH:6][CH:5]=[CH:4][C:3]=1[C:8]1[CH:16]=[CH:15][CH:14]=[C:13]2[C:9]=1[CH:10]=[C:11]([CH:17]([CH3:19])[CH3:18])[CH-:12]2.[Li+:20]. The catalyst class is: 605. (5) Reactant: [CH:1]([S:4]([C:7]1[CH:8]=[C:9]2[C:13](=[C:14]([O:16][CH2:17][CH2:18][C:19]3[CH:24]=[CH:23][CH:22]=[CH:21][N:20]=3)[CH:15]=1)[NH:12][N:11]=[C:10]2[N:25]1[C:33](=[O:34])[C:32]2[C:27](=[CH:28][CH:29]=[CH:30][CH:31]=2)[C:26]1=[O:35])(=[O:6])=[O:5])([CH3:3])[CH3:2].[H-].[Na+].Cl[CH2:39][O:40][CH3:41].O. Product: [CH:1]([S:4]([C:7]1[CH:8]=[C:9]2[C:13](=[C:14]([O:16][CH2:17][CH2:18][C:19]3[CH:24]=[CH:23][CH:22]=[CH:21][N:20]=3)[CH:15]=1)[N:12]([CH2:39][O:40][CH3:41])[N:11]=[C:10]2[N:25]1[C:26](=[O:35])[C:27]2[C:32](=[CH:31][CH:30]=[CH:29][CH:28]=2)[C:33]1=[O:34])(=[O:5])=[O:6])([CH3:3])[CH3:2]. The catalyst class is: 9. (6) Reactant: [CH3:1][O:2][C:3](=[O:27])[C:4](O)([C:22]([F:25])([F:24])[F:23])[C:5]1[C:9](=[O:10])[N:8]([C:11]2[CH:16]=[CH:15][C:14]([C:17]([F:20])([F:19])[F:18])=[CH:13][CH:12]=2)[NH:7][C:6]=1[CH3:21].S(Cl)(Cl)=O. Product: [CH3:1][O:2][C:3](=[O:27])[C:4](=[C:5]1[C:9](=[O:10])[N:8]([C:11]2[CH:16]=[CH:15][C:14]([C:17]([F:19])([F:20])[F:18])=[CH:13][CH:12]=2)[N:7]=[C:6]1[CH3:21])[C:22]([F:25])([F:24])[F:23]. The catalyst class is: 11.